This data is from Full USPTO retrosynthesis dataset with 1.9M reactions from patents (1976-2016). The task is: Predict the reactants needed to synthesize the given product. Given the product [Cl:1][C:2]1[CH:3]=[C:4]([CH:10]([CH3:15])[C:11]([OH:13])=[O:12])[CH:5]=[CH:6][C:7]=1[C:8]#[N:9], predict the reactants needed to synthesize it. The reactants are: [Cl:1][C:2]1[CH:3]=[C:4]([CH:10]([CH3:15])[C:11]([O:13]C)=[O:12])[CH:5]=[CH:6][C:7]=1[C:8]#[N:9].O1CCCC1.O.[OH-].[Na+].